This data is from NCI-60 drug combinations with 297,098 pairs across 59 cell lines. The task is: Regression. Given two drug SMILES strings and cell line genomic features, predict the synergy score measuring deviation from expected non-interaction effect. (1) Drug 1: CN(CC1=CN=C2C(=N1)C(=NC(=N2)N)N)C3=CC=C(C=C3)C(=O)NC(CCC(=O)O)C(=O)O. Drug 2: C1CC(=O)NC(=O)C1N2C(=O)C3=CC=CC=C3C2=O. Cell line: COLO 205. Synergy scores: CSS=11.9, Synergy_ZIP=1.49, Synergy_Bliss=3.30, Synergy_Loewe=-32.8, Synergy_HSA=3.47. (2) Drug 1: CC1=C(C=C(C=C1)NC2=NC=CC(=N2)N(C)C3=CC4=NN(C(=C4C=C3)C)C)S(=O)(=O)N.Cl. Drug 2: C1=CC(=C2C(=C1NCCNCCO)C(=O)C3=C(C=CC(=C3C2=O)O)O)NCCNCCO. Cell line: SNB-75. Synergy scores: CSS=57.0, Synergy_ZIP=17.1, Synergy_Bliss=14.8, Synergy_Loewe=-11.6, Synergy_HSA=16.1. (3) Drug 1: C1=CC(=C2C(=C1NCCNCCO)C(=O)C3=C(C=CC(=C3C2=O)O)O)NCCNCCO. Drug 2: CC(C1=C(C=CC(=C1Cl)F)Cl)OC2=C(N=CC(=C2)C3=CN(N=C3)C4CCNCC4)N. Cell line: K-562. Synergy scores: CSS=78.3, Synergy_ZIP=4.84, Synergy_Bliss=2.22, Synergy_Loewe=-1.11, Synergy_HSA=3.46.